From a dataset of Forward reaction prediction with 1.9M reactions from USPTO patents (1976-2016). Predict the product of the given reaction. (1) Given the reactants O=C[C@@H]([C@H]([C@@H]([C@@H](C(O)=O)O)O)O)O.[Cl-:14].[Cl-].[Ca+2].C(=O)CCCC=O.C1N(CCS(O)(=O)=O)CCOC1.[BH4-].[Na+:37].[H][H].[CH2:40]1[N:45]([CH2:46][CH2:47][OH:48])[CH2:44][CH2:43][N:42]([CH2:49][CH2:50][S:51]([OH:54])(=[O:53])=[O:52])[CH2:41]1, predict the reaction product. The product is: [CH2:44]1[N:45]([CH2:46][CH2:47][OH:48])[CH2:40][CH2:41][N:42]([CH2:49][CH2:50][S:51]([OH:54])(=[O:53])=[O:52])[CH2:43]1.[Na+:37].[Cl-:14]. (2) Given the reactants [NH2:1][C:2]1[CH:7]=[C:6]([O:8][C:9]2[CH:14]=[CH:13][C:12]([NH:15][C:16]([C:18]3[C:22](=[O:23])[N:21]([C:24]4[CH:29]=[CH:28][CH:27]=[CH:26][CH:25]=4)[N:20]4[CH2:30][CH2:31][CH2:32][C:19]=34)=[O:17])=[CH:11][C:10]=2[F:33])[CH:5]=[CH:4][N:3]=1.N1C=CC=CC=1.[CH:40]1([C:43](Cl)=[O:44])[CH2:42][CH2:41]1, predict the reaction product. The product is: [CH:40]1([C:43]([NH:1][C:2]2[CH:7]=[C:6]([O:8][C:9]3[CH:14]=[CH:13][C:12]([NH:15][C:16]([C:18]4[C:22](=[O:23])[N:21]([C:24]5[CH:29]=[CH:28][CH:27]=[CH:26][CH:25]=5)[N:20]5[CH2:30][CH2:31][CH2:32][C:19]=45)=[O:17])=[CH:11][C:10]=3[F:33])[CH:5]=[CH:4][N:3]=2)=[O:44])[CH2:42][CH2:41]1. (3) Given the reactants C([O:5][C:6](=[O:34])[CH:7]([NH:17][C:18]([NH:20][CH:21]([C:27]1[CH:32]=[CH:31][CH:30]=[C:29]([I:33])[CH:28]=1)[CH2:22][C:23]([O:25]C)=[O:24])=[O:19])[CH2:8][CH2:9][C:10]([O:12]C(C)(C)C)=[O:11])(C)(C)C.[Li+].[OH-].C(Cl)Cl.C(O)(C(F)(F)F)=O, predict the reaction product. The product is: [C:23]([CH2:22][C@H:21]([NH:20][C:18](=[O:19])[NH:17][C@@H:7]([CH2:8][CH2:9][C:10]([OH:12])=[O:11])[C:6]([OH:34])=[O:5])[C:27]1[CH:32]=[CH:31][CH:30]=[C:29]([I:33])[CH:28]=1)([OH:25])=[O:24].